This data is from Catalyst prediction with 721,799 reactions and 888 catalyst types from USPTO. The task is: Predict which catalyst facilitates the given reaction. (1) Reactant: [O:1]=[C:2]1[NH:10][C:5]2=[N:6][CH:7]=[CH:8][CH:9]=[C:4]2[N:3]1[CH:11]1[CH2:16][CH2:15][N:14]([C:17]2[N:22]=[CH:21][N:20]=[C:19]([C:23]([OH:25])=O)[CH:18]=2)[CH2:13][CH2:12]1.[NH:26]1[C:34]2[C:29](=[CH:30][CH:31]=[CH:32][CH:33]=2)[CH2:28][CH:27]1[CH2:35][OH:36].CN(C(ON1N=NC2C=CC=CC1=2)=[N+](C)C)C.[B-](F)(F)(F)F. Product: [OH:36][CH2:35][CH:27]1[CH2:28][C:29]2[C:34](=[CH:33][CH:32]=[CH:31][CH:30]=2)[N:26]1[C:23]([C:19]1[N:20]=[CH:21][N:22]=[C:17]([N:14]2[CH2:13][CH2:12][CH:11]([N:3]3[C:4]4[C:5](=[N:6][CH:7]=[CH:8][CH:9]=4)[NH:10][C:2]3=[O:1])[CH2:16][CH2:15]2)[CH:18]=1)=[O:25]. The catalyst class is: 3. (2) Reactant: [Br:1][C:2]1[CH:7]=[CH:6][C:5]([CH2:8][CH3:9])=[CH:4][CH:3]=1.[Cl:10][S:11](O)(=[O:13])=[O:12]. Product: [Br:1][C:2]1[CH:7]=[CH:6][C:5]([CH2:8][CH3:9])=[C:4]([S:11]([Cl:10])(=[O:13])=[O:12])[CH:3]=1. The catalyst class is: 2. (3) Reactant: O[C:2]1[N:7]=[C:6]([N:8]2[N:12]=[CH:11][CH:10]=[N:9]2)[C:5]([C:13]([N:15]2[C@H:20]([CH3:21])[CH2:19][CH2:18][C@@H:17]([O:22][C:23]3[C:28]([CH3:29])=[C:27]([C:30]#[N:31])[CH:26]=[CH:25][N:24]=3)[CH2:16]2)=[O:14])=[CH:4][CH:3]=1.O(Br)[Br:33].[P+5].C([O-])(O)=O.[Na+].O. Product: [Br:33][C:2]1[N:7]=[C:6]([N:8]2[N:12]=[CH:11][CH:10]=[N:9]2)[C:5]([C:13]([N:15]2[C@H:20]([CH3:21])[CH2:19][CH2:18][C@@H:17]([O:22][C:23]3[C:28]([CH3:29])=[C:27]([C:30]#[N:31])[CH:26]=[CH:25][N:24]=3)[CH2:16]2)=[O:14])=[CH:4][CH:3]=1. The catalyst class is: 23. (4) Reactant: [S:1]1[CH:5]=[CH:4][C:3]([CH:6]([CH2:13][CH3:14])[C:7](=[O:12])[CH2:8][C:9](=O)[CH3:10])=[CH:2]1.C1C=CC=CC=1.O.C1(C)C=CC(S(O)(=O)=O)=CC=1. Product: [CH2:13]([C:6]1[C:3]2[CH:4]=[CH:5][S:1][C:2]=2[C:9]([CH3:10])=[CH:8][C:7]=1[OH:12])[CH3:14]. The catalyst class is: 27.